Dataset: Reaction yield outcomes from USPTO patents with 853,638 reactions. Task: Predict the reaction yield, written as a fraction of the theoretical maximum amount of product (1.0 means a 100% yield; for example, 0.34 means a 34% yield). (1) The reactants are [Br:1][C:2]1[CH:3]=[C:4]2[C:9](=[CH:10][CH:11]=1)[N:8]=[CH:7][N:6]=[C:5]2Cl.C(N(CC)CC)C.[NH:20]1[CH2:25][CH2:24][O:23][CH2:22][CH2:21]1. The catalyst is ClCCl. The product is [Br:1][C:2]1[CH:3]=[C:4]2[C:9](=[CH:10][CH:11]=1)[N:8]=[CH:7][N:6]=[C:5]2[N:20]1[CH2:25][CH2:24][O:23][CH2:22][CH2:21]1. The yield is 0.980. (2) The reactants are [Cl:1][C:2]1[CH:3]=[C:4]([C:24]([F:27])([F:26])[F:25])[C:5]2[N:6]([N:9]=[C:10]([CH2:12][CH2:13][C:14]3[NH:18][N:17]=[C:16]([N:19]4[CH2:23][CH2:22][CH2:21][CH2:20]4)[N:15]=3)[N:11]=2)[C:7]=1[CH3:8].[CH:28]1(B(O)O)[CH2:30][CH2:29]1.N1C=CC=CC=1.C(N(CC)CC)C. The catalyst is O1CCCC1.C([O-])(=O)C.[Cu+2].C([O-])(=O)C. The product is [Cl:1][C:2]1[CH:3]=[C:4]([C:24]([F:25])([F:27])[F:26])[C:5]2[N:6]([N:9]=[C:10]([CH2:12][CH2:13][C:14]3[N:15]=[C:16]([N:19]4[CH2:20][CH2:21][CH2:22][CH2:23]4)[N:17]([CH:28]4[CH2:30][CH2:29]4)[N:18]=3)[N:11]=2)[C:7]=1[CH3:8]. The yield is 0.145. (3) The reactants are N.C(OC([O:7][C:8]1[CH:13]=[CH:12][C:11](/[CH:14]=[CH:15]/[C:16]([O:18][CH2:19][CH2:20][CH2:21][CH2:22][CH2:23][CH2:24][Cl:25])=[O:17])=[CH:10][CH:9]=1)=O)C. The catalyst is CC(C)=O.N1C=CC=CC=1. The product is [OH:7][C:8]1[CH:9]=[CH:10][C:11](/[CH:14]=[CH:15]/[C:16]([O:18][CH2:19][CH2:20][CH2:21][CH2:22][CH2:23][CH2:24][Cl:25])=[O:17])=[CH:12][CH:13]=1. The yield is 1.00. (4) The reactants are [Br:1][C:2]1[CH:3]=[C:4]2[C:10]([C:11]([O:13]C)=[O:12])=[N:9][NH:8][C:5]2=[N:6][CH:7]=1.Cl. The catalyst is [OH-].[Na+]. The product is [Br:1][C:2]1[CH:3]=[C:4]2[C:10]([C:11]([OH:13])=[O:12])=[N:9][NH:8][C:5]2=[N:6][CH:7]=1. The yield is 0.920. (5) The reactants are [Cl:1][C:2]1[CH:3]=[C:4]([CH:12]([CH2:16][CH:17]2[CH2:21][CH2:20][C:19](=[O:22])[CH2:18]2)[C:13](O)=[O:14])[CH:5]=[CH:6][C:7]=1[S:8]([CH3:11])(=[O:10])=[O:9].C(Cl)(=O)C(Cl)=O.[NH2:29][C:30]1[CH:35]=[N:34][CH:33]=[CH:32][N:31]=1.N1C=CC=CC=1. The catalyst is C(Cl)Cl.CN(C)C=O.O1CCCC1. The product is [Cl:1][C:2]1[CH:3]=[C:4]([CH:12]([CH2:16][CH:17]2[CH2:21][CH2:20][C:19](=[O:22])[CH2:18]2)[C:13]([NH:29][C:30]2[CH:35]=[N:34][CH:33]=[CH:32][N:31]=2)=[O:14])[CH:5]=[CH:6][C:7]=1[S:8]([CH3:11])(=[O:10])=[O:9]. The yield is 0.280. (6) The reactants are [CH3:1][O:2][C:3]1[CH:4]=[C:5]2[C:9](=[CH:10][C:11]=1[O:12][CH3:13])[C:8](=[O:14])[CH2:7][CH2:6]2.[CH2:15]([N:22]1[CH2:27][CH2:26][CH:25]([CH:28]=O)[CH2:24][CH2:23]1)[C:16]1[CH:21]=[CH:20][CH:19]=[CH:18][CH:17]=1.[OH-].[K+]. The catalyst is [Cl-].C([N+](CC)(CC)CC)C1C=CC=CC=1.C1(C)C=CC=CC=1.O. The product is [CH2:15]([N:22]1[CH2:27][CH2:26][CH:25]([CH:28]=[C:7]2[CH2:6][C:5]3[C:9](=[CH:10][C:11]([O:12][CH3:13])=[C:3]([O:2][CH3:1])[CH:4]=3)[C:8]2=[O:14])[CH2:24][CH2:23]1)[C:16]1[CH:21]=[CH:20][CH:19]=[CH:18][CH:17]=1. The yield is 0.978.